Predict which catalyst facilitates the given reaction. From a dataset of Catalyst prediction with 721,799 reactions and 888 catalyst types from USPTO. (1) Reactant: [F:1][C:2]1[CH:41]=[N:40][C:5]2[N:6]([C:26]3[CH:27]=[C:28]([C:32]4[CH:37]=[CH:36][C:35]([CH:38]=O)=[CH:34][CH:33]=4)[CH:29]=[CH:30][CH:31]=3)[C:7](=[O:25])[N:8]([C@@H:11]3[CH2:16][CH2:15][C@H:14]([NH:17][C:18](=[O:24])[O:19][C:20]([CH3:23])([CH3:22])[CH3:21])[CH2:13][CH2:12]3)[C:9](=[O:10])[C:4]=2[CH:3]=1.S([O-])([O-])(=O)=O.[Na+].[Na+].[N:49]1([C:56]([O:58][CH2:59][C:60]2[CH:65]=[CH:64][CH:63]=[CH:62][CH:61]=2)=[O:57])[CH2:55][CH2:54][CH2:53][NH:52][CH2:51][CH2:50]1.C(O[BH-](OC(=O)C)OC(=O)C)(=O)C.[Na+]. Product: [C:20]([O:19][C:18]([NH:17][C@@H:14]1[CH2:15][CH2:16][C@H:11]([N:8]2[C:9](=[O:10])[C:4]3[CH:3]=[C:2]([F:1])[CH:41]=[N:40][C:5]=3[N:6]([C:26]3[CH:27]=[C:28]([C:32]4[CH:33]=[CH:34][C:35]([CH2:38][N:52]5[CH2:53][CH2:54][CH2:55][N:49]([C:56]([O:58][CH2:59][C:60]6[CH:65]=[CH:64][CH:63]=[CH:62][CH:61]=6)=[O:57])[CH2:50][CH2:51]5)=[CH:36][CH:37]=4)[CH:29]=[CH:30][CH:31]=3)[C:7]2=[O:25])[CH2:12][CH2:13]1)=[O:24])([CH3:23])([CH3:22])[CH3:21]. The catalyst class is: 61. (2) Reactant: [Br:1][C:2]1[CH:7]=[CH:6][C:5]([S:8](Cl)(=[O:10])=[O:9])=[CH:4][CH:3]=1.C(=O)(O)[O-].[Na+].[CH3:17][N:18]1[CH2:23][CH2:22][NH:21][CH2:20][CH2:19]1. Product: [Br:1][C:2]1[CH:7]=[CH:6][C:5]([S:8]([N:21]2[CH2:22][CH2:23][N:18]([CH3:17])[CH2:19][CH2:20]2)(=[O:10])=[O:9])=[CH:4][CH:3]=1. The catalyst class is: 4. (3) Reactant: [C:1]([O:5][C:6]([NH:8][C@H:9]([C:21]([OH:23])=O)[CH2:10][C:11]1[CH:16]=[CH:15][C:14]([O:17][CH3:18])=[C:13]([O:19][CH3:20])[CH:12]=1)=[O:7])([CH3:4])([CH3:3])[CH3:2].CCN(C(C)C)C(C)C.Cl.[CH3:34][O:35][C:36]1[CH:37]=[C:38]([C:44]2[C@@H:53]3[C@@H:48]([CH2:49][CH2:50][CH2:51][CH2:52]3)[C:47](=[O:54])[N:46]([CH:55]3[CH2:60][CH2:59][NH:58][CH2:57][CH2:56]3)[N:45]=2)[CH:39]=[CH:40][C:41]=1[O:42][CH3:43].CCOC(C(C#N)=NOC(N1CCOCC1)=[N+](C)C)=O.F[P-](F)(F)(F)(F)F.C(=O)(O)[O-].[Na+]. Product: [CH3:20][O:19][C:13]1[CH:12]=[C:11]([CH2:10][C@H:9]([NH:8][C:6](=[O:7])[O:5][C:1]([CH3:2])([CH3:3])[CH3:4])[C:21]([N:58]2[CH2:59][CH2:60][CH:55]([N:46]3[N:45]=[C:44]([C:38]4[CH:39]=[CH:40][C:41]([O:42][CH3:43])=[C:36]([O:35][CH3:34])[CH:37]=4)[C@@H:53]4[C@@H:48]([CH2:49][CH2:50][CH2:51][CH2:52]4)[C:47]3=[O:54])[CH2:56][CH2:57]2)=[O:23])[CH:16]=[CH:15][C:14]=1[O:17][CH3:18]. The catalyst class is: 2. (4) Product: [CH:38]1([NH:34][C:35]([NH:5][C:4]2[CH:6]=[CH:7][C:8]([O:9][C:10]3[CH:15]=[CH:14][N:13]=[C:12]4[CH:16]=[C:17]([C:19]5[CH:24]=[CH:23][C:22]([CH2:25][N:26]6[CH2:27][CH2:28][O:29][CH2:30][CH2:31]6)=[CH:21][N:20]=5)[S:18][C:11]=34)=[C:2]([F:1])[CH:3]=2)=[O:44])[CH2:39][CH2:40]1. The catalyst class is: 1. Reactant: [F:1][C:2]1[CH:3]=[C:4]([CH:6]=[CH:7][C:8]=1[O:9][C:10]1[CH:15]=[CH:14][N:13]=[C:12]2[CH:16]=[C:17]([C:19]3[CH:24]=[CH:23][C:22]([CH2:25][N:26]4[CH2:31][CH2:30][O:29][CH2:28][CH2:27]4)=[CH:21][N:20]=3)[S:18][C:11]=12)[NH2:5].CC[N:34]([CH:38]([CH3:40])[CH3:39])[CH:35](C)C.ClC(Cl)([O:44]C(=O)OC(Cl)(Cl)Cl)Cl.C1(N)CC1. (5) Reactant: C(N(CC)CC)C.[CH2:8]([O:15][C:16]1[CH:21]=[CH:20][C:19]([N:22]([CH2:33][CH2:34][OH:35])[C:23]([C:25]2[C:26](Cl)=[N:27][CH:28]=[N:29][C:30]=2[Cl:31])=[O:24])=[CH:18][C:17]=1[F:36])[C:9]1[CH:14]=[CH:13][CH:12]=[CH:11][CH:10]=1. Product: [CH2:8]([O:15][C:16]1[CH:21]=[CH:20][C:19]([N:22]2[C:23](=[O:24])[C:25]3[C:30]([Cl:31])=[N:29][CH:28]=[N:27][C:26]=3[O:35][CH2:34][CH2:33]2)=[CH:18][C:17]=1[F:36])[C:9]1[CH:14]=[CH:13][CH:12]=[CH:11][CH:10]=1. The catalyst class is: 10. (6) Reactant: [Cl:1][C:2]1[CH:7]=[C:6]([C:8]2[N:13]=[N:12][C:11](SC)=[N:10][CH:9]=2)[CH:5]=[C:4]([Cl:16])[C:3]=1[OH:17].[Cl:18][C:19]1[C:26]([Cl:27])=[CH:25][CH:24]=[CH:23][C:20]=1[CH2:21][NH2:22]. Product: [Cl:1][C:2]1[CH:7]=[C:6]([C:8]2[N:13]=[N:12][C:11]([NH:22][CH2:21][C:20]3[CH:23]=[CH:24][CH:25]=[C:26]([Cl:27])[C:19]=3[Cl:18])=[N:10][CH:9]=2)[CH:5]=[C:4]([Cl:16])[C:3]=1[OH:17]. The catalyst class is: 16.